From a dataset of Catalyst prediction with 721,799 reactions and 888 catalyst types from USPTO. Predict which catalyst facilitates the given reaction. (1) Reactant: C1(P(C2C=CC=CC=2)C2C=CC=CC=2)C=CC=CC=1.N1C=CN=C1.[I:25]I.[Cl:27][C:28]1[CH:29]=[C:30]([CH2:53]O)[CH:31]=[CH:32][C:33]=1[C:34]1[N:38]=[C:37]([C:39]2[N:40]=[C:41]3[C:46]([Cl:47])=[CH:45][C:44]([C:48]([F:51])([F:50])[F:49])=[CH:43][N:42]3[CH:52]=2)[O:36][N:35]=1. Product: [Cl:27][C:28]1[CH:29]=[C:30]([CH2:53][I:25])[CH:31]=[CH:32][C:33]=1[C:34]1[N:38]=[C:37]([C:39]2[N:40]=[C:41]3[C:46]([Cl:47])=[CH:45][C:44]([C:48]([F:51])([F:50])[F:49])=[CH:43][N:42]3[CH:52]=2)[O:36][N:35]=1. The catalyst class is: 2. (2) Reactant: Cl[C:2]1[N:3]=[CH:4][CH:5]=[C:6]2[C:11]=1[C:10](=[O:12])[N:9]([CH3:13])[C:8]1[CH:14]=[C:15]([Cl:18])[CH:16]=[CH:17][C:7]2=1.[CH3:19][O-:20].[Na+]. Product: [Cl:18][C:15]1[CH:16]=[CH:17][C:7]2[C:6]3[C:11](=[C:2]([O:20][CH3:19])[N:3]=[CH:4][CH:5]=3)[C:10](=[O:12])[N:9]([CH3:13])[C:8]=2[CH:14]=1. The catalyst class is: 24.